Task: Predict the product of the given reaction.. Dataset: Forward reaction prediction with 1.9M reactions from USPTO patents (1976-2016) (1) Given the reactants [N+:1]([C:4]1[O:8][C:7]([C:9](Cl)=[O:10])=[CH:6][CH:5]=1)([O-:3])=[O:2].[NH2:12][C:13]1[CH:18]=[N:17][CH:16]=[CH:15][N:14]=1.N1C=CC=CC=1, predict the reaction product. The product is: [N:14]1[CH:15]=[CH:16][N:17]=[CH:18][C:13]=1[NH:12][C:9]([C:7]1[O:8][C:4]([N+:1]([O-:3])=[O:2])=[CH:5][CH:6]=1)=[O:10]. (2) Given the reactants [NH2:1][CH2:2][C:3]1[N:8]2[N:9]=[C:10]([C:14]3[CH:19]=[CH:18][C:17]([O:20][C:21]4[CH:26]=[CH:25][CH:24]=[CH:23][CH:22]=4)=[CH:16][CH:15]=3)[C:11]([C:12]#[N:13])=[C:7]2[N:6]=[CH:5][CH:4]=1.[BH4-].[Na+], predict the reaction product. The product is: [NH2:1][CH2:2][CH:3]1[N:8]2[N:9]=[C:10]([C:14]3[CH:19]=[CH:18][C:17]([O:20][C:21]4[CH:26]=[CH:25][CH:24]=[CH:23][CH:22]=4)=[CH:16][CH:15]=3)[C:11]([C:12]#[N:13])=[C:7]2[NH:6][CH2:5][CH2:4]1. (3) Given the reactants [OH:1][C@@H:2]1[CH2:6][C:5](=[O:7])[N:4]([CH3:8])[C:3]1=[O:9].C(N(CC)CC)C.[C:17](Cl)(=[O:20])[CH:18]=[CH2:19].O, predict the reaction product. The product is: [C:17]([O:1][C@@H:2]1[CH2:6][C:5](=[O:7])[N:4]([CH3:8])[C:3]1=[O:9])(=[O:20])[CH:18]=[CH2:19]. (4) Given the reactants C([O:8][C:9]([C@H:11]1[CH2:14][C@@H:13]([NH:15][C:16]([C@:18]23[CH2:53][CH2:52][C@@H:51]([C:54]([CH3:56])=[CH2:55])[C@@H:19]2[C@@H:20]2[C@@:33]([CH3:36])([CH2:34][CH2:35]3)[C@@:32]3([CH3:37])[C@@H:23]([C@:24]4([CH3:50])[C@@H:29]([CH2:30][CH2:31]3)[C:28]([CH3:39])([CH3:38])[C@@H:27]([O:40][C:41](=[O:49])[CH2:42][C:43]([CH3:48])([CH3:47])[C:44]([OH:46])=[O:45])[CH2:26][CH2:25]4)[CH2:22][CH2:21]2)=[O:17])[C:12]1([CH3:58])[CH3:57])=[O:10])C1C=CC=CC=1, predict the reaction product. The product is: [C:44]([C:43]([CH3:48])([CH3:47])[CH2:42][C:41]([O:40][C@H:27]1[CH2:26][CH2:25][C@@:24]2([CH3:50])[C@@H:29]([CH2:30][CH2:31][C@:32]3([CH3:37])[C@@H:23]2[CH2:22][CH2:21][C@H:20]2[C@@:33]3([CH3:36])[CH2:34][CH2:35][C@@:18]3([C:16]([NH:15][C@@H:13]4[CH2:14][C@H:11]([C:9]([OH:10])=[O:8])[C:12]4([CH3:58])[CH3:57])=[O:17])[CH2:53][CH2:52][C@@H:51]([CH:54]([CH3:56])[CH3:55])[C@@H:19]32)[C:28]1([CH3:39])[CH3:38])=[O:49])([OH:46])=[O:45]. (5) Given the reactants [N:1]1([CH2:7][CH2:8][NH2:9])[CH2:6][CH2:5][CH2:4][CH2:3][CH2:2]1.Cl[C:11]1[N:12]=[N+:13]([O-:24])[C:14]2[C:23]3[CH2:22][CH2:21][CH2:20][C:19]=3[CH:18]=[CH:17][C:15]=2[N:16]=1, predict the reaction product. The product is: [N:1]1([CH2:7][CH2:8][NH:9][C:11]2[N:12]=[N+:13]([O-:24])[C:14]3[C:23]4[CH2:22][CH2:21][CH2:20][C:19]=4[CH:18]=[CH:17][C:15]=3[N:16]=2)[CH2:6][CH2:5][CH2:4][CH2:3][CH2:2]1.